From a dataset of Buchwald-Hartwig C-N cross coupling reaction yields with 55,370 reactions. Predict the reaction yield, written as a fraction of the theoretical maximum amount of product (1.0 means a 100% yield; for example, 0.34 means a 34% yield). (1) No catalyst specified. The reactants are Clc1cccnc1.Cc1ccc(N)cc1.O=S(=O)(O[Pd]1c2ccccc2-c2ccccc2N~1)C(F)(F)F.COc1ccc(OC)c(P([C@]23C[C@H]4C[C@H](C[C@H](C4)C2)C3)[C@]23C[C@H]4C[C@H](C[C@H](C4)C2)C3)c1-c1c(C(C)C)cc(C(C)C)cc1C(C)C.CN(C)C(=NC(C)(C)C)N(C)C.c1ccc(-c2ccon2)cc1. The yield is 0.359. The product is Cc1ccc(Nc2cccnc2)cc1. (2) The reactants are Clc1ccccn1.Cc1ccc(N)cc1.O=S(=O)(O[Pd]1c2ccccc2-c2ccccc2N~1)C(F)(F)F.CC(C)c1cc(C(C)C)c(-c2ccccc2P(C2CCCCC2)C2CCCCC2)c(C(C)C)c1.CCN=P(N=P(N(C)C)(N(C)C)N(C)C)(N(C)C)N(C)C.c1ccc(CN(Cc2ccccc2)c2ccon2)cc1. No catalyst specified. The product is Cc1ccc(Nc2ccccn2)cc1. The yield is 0.165. (3) The reactants are Ic1cccnc1.Cc1ccc(N)cc1.O=S(=O)(O[Pd]1c2ccccc2-c2ccccc2N~1)C(F)(F)F.COc1ccc(OC)c(P(C(C)(C)C)C(C)(C)C)c1-c1c(C(C)C)cc(C(C)C)cc1C(C)C.CCN=P(N=P(N(C)C)(N(C)C)N(C)C)(N(C)C)N(C)C.CCOC(=O)c1ccon1. No catalyst specified. The product is Cc1ccc(Nc2cccnc2)cc1. The yield is 0. (4) The reactants are FC(F)(F)c1ccc(Cl)cc1.Cc1ccc(N)cc1.O=S(=O)(O[Pd]1c2ccccc2-c2ccccc2N~1)C(F)(F)F.COc1ccc(OC)c(P([C@]23C[C@H]4C[C@H](C[C@H](C4)C2)C3)[C@]23C[C@H]4C[C@H](C[C@H](C4)C2)C3)c1-c1c(C(C)C)cc(C(C)C)cc1C(C)C.CN(C)C(=NC(C)(C)C)N(C)C.c1ccc(CN(Cc2ccccc2)c2ccno2)cc1. No catalyst specified. The product is Cc1ccc(Nc2ccc(C(F)(F)F)cc2)cc1. The yield is 0.0343.